From a dataset of Forward reaction prediction with 1.9M reactions from USPTO patents (1976-2016). Predict the product of the given reaction. The product is: [CH2:16]([C:28]1[CH:29]=[CH:30][C:31]([S:34]([O:1][N:2]=[C:3]([C:14]#[N:15])[C:4]2[CH:9]=[CH:8][C:7]([O:10][CH3:11])=[C:6]([O:12][CH3:13])[CH:5]=2)(=[O:36])=[O:35])=[CH:32][CH:33]=1)[CH2:17][CH2:18][CH2:19][CH2:20][CH2:21][CH2:22][CH2:23][CH2:24][CH2:25][CH2:26][CH3:27]. Given the reactants [OH:1][N:2]=[C:3]([C:14]#[N:15])[C:4]1[CH:9]=[CH:8][C:7]([O:10][CH3:11])=[C:6]([O:12][CH3:13])[CH:5]=1.[CH2:16]([C:28]1[CH:33]=[CH:32][C:31]([S:34](Cl)(=[O:36])=[O:35])=[CH:30][CH:29]=1)[CH2:17][CH2:18][CH2:19][CH2:20][CH2:21][CH2:22][CH2:23][CH2:24][CH2:25][CH2:26][CH3:27].C(N(CC)CC)C.O, predict the reaction product.